This data is from Catalyst prediction with 721,799 reactions and 888 catalyst types from USPTO. The task is: Predict which catalyst facilitates the given reaction. (1) Reactant: [C:1]([O:5][C:6]([NH:8][C@H:9]1[CH2:27][C:26]2[CH:28]=[C:22]([CH:23]=[CH:24][C:25]=2[OH:29])[C:21]2=[CH:30][C:17](=[CH:18][CH:19]=[CH:20]2)[CH2:16][C@@H:15]([CH2:31][C:32](O)=[O:33])[NH:14][C:13](=[O:35])[C@H:12]([CH2:36][CH2:37][CH2:38][NH:39][C:40]([O:42][C:43]([CH3:46])([CH3:45])[CH3:44])=[O:41])[NH:11][C:10]1=[O:47])=[O:7])([CH3:4])([CH3:3])[CH3:2].[NH2:48][CH2:49][C@@H:50]([NH:62][C:63]([O:65][C:66]([CH3:69])([CH3:68])[CH3:67])=[O:64])[CH2:51][CH2:52][CH2:53][NH:54][C:55](=[O:61])[O:56][C:57]([CH3:60])([CH3:59])[CH3:58].C(Cl)CCl.C1C=CC2N(O)N=NC=2C=1. Product: [C:66]([O:65][C:63]([NH:62][C@@H:50]([CH2:51][CH2:52][CH2:53][NH:54][C:55]([O:56][C:57]([CH3:60])([CH3:59])[CH3:58])=[O:61])[CH2:49][NH:48][C:32](=[O:33])[CH2:31][C@H:15]1[NH:14][C:13](=[O:35])[C@H:12]([CH2:36][CH2:37][CH2:38][NH:39][C:40](=[O:41])[O:42][C:43]([CH3:46])([CH3:45])[CH3:44])[NH:11][C:10](=[O:47])[C@@H:9]([NH:8][C:6]([O:5][C:1]([CH3:3])([CH3:2])[CH3:4])=[O:7])[CH2:27][C:26]2[CH:28]=[C:22]([CH:23]=[CH:24][C:25]=2[OH:29])[C:21]2=[CH:30][C:17](=[CH:18][CH:19]=[CH:20]2)[CH2:16]1)=[O:64])([CH3:69])([CH3:68])[CH3:67]. The catalyst class is: 3. (2) The catalyst class is: 5. Product: [CH3:28][CH:29]([NH:5][CH2:6][C:7]1[CH:8]=[N:9][CH:10]=[C:11]([B:13]2[O:17][C:16]([CH3:18])([CH3:19])[C:15]([CH3:20])([CH3:21])[O:14]2)[CH:12]=1)[CH3:30]. Reactant: C1(C[NH:5][CH2:6][C:7]2[CH:8]=[N:9][CH:10]=[C:11]([B:13]3[O:17][C:16]([CH3:19])([CH3:18])[C:15]([CH3:21])([CH3:20])[O:14]3)[CH:12]=2)CC1.C(S(N1CC[CH:30](C2C3C(=C(C(N)=O)C=C(C4C=NC=C(CNC(C)C)C=4)C=3)NC=2)[CH2:29][CH2:28]1)(=O)=O)C.C(N)(C)C.CC1(C)C(C)(C)OB(C2C=C(C=O)C=NC=2)O1.[BH3-]C#N.[Na+]. (3) Reactant: COCCOC.Br[C:8]1[C:9]([C:14]([O:16][CH3:17])=[O:15])=[N:10][CH:11]=[CH:12][N:13]=1.[C:18]([O:22][C:23]([NH:25][CH2:26][C:27]1[CH:32]=[CH:31][CH:30]=[CH:29][C:28]=1B(O)O)=[O:24])([CH3:21])([CH3:20])[CH3:19].C(=O)([O-])[O-].[Na+].[Na+]. Product: [C:18]([O:22][C:23]([NH:25][CH2:26][C:27]1[CH:32]=[CH:31][CH:30]=[CH:29][C:28]=1[C:8]1[C:9]([C:14]([O:16][CH3:17])=[O:15])=[N:10][CH:11]=[CH:12][N:13]=1)=[O:24])([CH3:21])([CH3:19])[CH3:20]. The catalyst class is: 668. (4) Reactant: [CH2:1]([NH2:6])[CH2:2][CH:3]([CH3:5])[CH3:4].[CH3:7][CH:8]1[S:12](=[O:14])(=[O:13])[O:11][CH2:10][CH2:9]1. Product: [CH3:4][CH:3]([CH3:5])[CH2:2][CH2:1][NH:6][CH2:10][CH2:9][CH:8]([S:12]([OH:14])(=[O:13])=[O:11])[CH3:7]. The catalyst class is: 7. (5) Reactant: Br[C:2]1[CH:7]=[CH:6][CH:5]=[C:4]([CH2:8][O:9][CH3:10])[CH:3]=1.[Li]CCCC.[F:16][C:17]([F:27])([F:26])[C:18](N1CCCCC1)=[O:19]. Product: [F:16][C:17]([F:27])([F:26])[C:18]([C:2]1[CH:7]=[CH:6][CH:5]=[C:4]([CH2:8][O:9][CH3:10])[CH:3]=1)=[O:19]. The catalyst class is: 1. (6) Reactant: [CH3:1][O:2][C:3](=[O:29])[C@@H:4]([NH:21][C:22]([O:24][C:25]([CH3:28])([CH3:27])[CH3:26])=[O:23])[CH2:5][C:6]1[CH:11]=[CH:10][C:9]([O:12][CH2:13][C:14]2[CH:19]=[CH:18][CH:17]=[CH:16][CH:15]=2)=[C:8]([OH:20])[CH:7]=1.[CH3:30][N:31]([CH3:35])[C:32](Cl)=[O:33].C(N(CC)CC)C. Product: [CH3:1][O:2][C:3](=[O:29])[C@@H:4]([NH:21][C:22]([O:24][C:25]([CH3:26])([CH3:28])[CH3:27])=[O:23])[CH2:5][C:6]1[CH:11]=[CH:10][C:9]([O:12][CH2:13][C:14]2[CH:19]=[CH:18][CH:17]=[CH:16][CH:15]=2)=[C:8]([O:20][C:32](=[O:33])[N:31]([CH3:35])[CH3:30])[CH:7]=1. The catalyst class is: 4. (7) Reactant: FC(F)(F)S(O[C:7]1[CH2:12][CH2:11][N:10]([C:13]([O:15][C:16]([CH3:19])([CH3:18])[CH3:17])=[O:14])[CH2:9][CH:8]=1)(=O)=O.[Cl:22][C:23]1[CH:28]=[CH:27][C:26]([F:29])=[CH:25][C:24]=1B(O)O.C([O-])([O-])=O.[Na+].[Na+]. Product: [Cl:22][C:23]1[CH:28]=[CH:27][C:26]([F:29])=[CH:25][C:24]=1[C:7]1[CH2:12][CH2:11][N:10]([C:13]([O:15][C:16]([CH3:17])([CH3:18])[CH3:19])=[O:14])[CH2:9][CH:8]=1. The catalyst class is: 104. (8) Reactant: Br[C:2]1[S:3][CH:4]=[C:5]([C:7]2[CH:12]=[CH:11][CH:10]=[C:9]([Cl:13])[C:8]=2[Cl:14])[N:6]=1.[N:15]1([C:21]([O:23][C:24]([CH3:27])([CH3:26])[CH3:25])=[O:22])[CH2:20][CH2:19][NH:18][CH2:17][CH2:16]1.C(=O)([O-])[O-].[K+].[K+].O. Product: [Cl:14][C:8]1[C:9]([Cl:13])=[CH:10][CH:11]=[CH:12][C:7]=1[C:5]1[N:6]=[C:2]([N:18]2[CH2:17][CH2:16][N:15]([C:21]([O:23][C:24]([CH3:27])([CH3:26])[CH3:25])=[O:22])[CH2:20][CH2:19]2)[S:3][CH:4]=1. The catalyst class is: 9. (9) Reactant: [CH3:1][N:2]([CH2:4][CH:5]1[CH2:10][CH2:9][CH:8]([NH:11]C(=O)OCC2C=CC=CC=2)[CH2:7][CH2:6]1)[CH3:3].CO.[C:24]([OH:27])(=[O:26])[CH3:25]. Product: [C:24]([OH:27])(=[O:26])[CH3:25].[C:24]([OH:27])(=[O:26])[CH3:25].[CH3:3][N:2]([CH2:4][C@H:5]1[CH2:10][CH2:9][C@H:8]([NH2:11])[CH2:7][CH2:6]1)[CH3:1]. The catalyst class is: 45. (10) Reactant: [CH3:1][CH2:2][C:3]([C:5]1[CH:10]=[CH:9][C:8]([O:11][CH3:12])=[C:7]([O:13][CH3:14])[CH:6]=1)=O.[CH3:15][O:16][C:17]1[CH:18]=[C:19]2[C:23](=[CH:24][CH:25]=1)[NH:22][C:21](=[O:26])[C:20]2=O.[OH-:28].[K+]. Product: [CH3:14][O:13][C:7]1[CH:6]=[C:5]([C:3]2[C:2]([CH3:1])=[C:20]([C:21]([OH:26])=[O:28])[C:19]3[C:23](=[CH:24][CH:25]=[C:17]([O:16][CH3:15])[CH:18]=3)[N:22]=2)[CH:10]=[CH:9][C:8]=1[O:11][CH3:12]. The catalyst class is: 6.